Task: Binary Classification. Given a drug SMILES string, predict its activity (active/inactive) in a high-throughput screening assay against a specified biological target.. Dataset: Kir2.1 potassium channel HTS with 301,493 compounds (1) The compound is s1c2ncnc(Oc3c(CN4CCOCC4)cc(cc3)C(=O)C)c2cc1. The result is 0 (inactive). (2) The drug is Clc1c(CNC(=O)c2[nH]cc(C(=O)C3CC3)c2)cccc1. The result is 0 (inactive).